The task is: Predict the product of the given reaction.. This data is from Forward reaction prediction with 1.9M reactions from USPTO patents (1976-2016). (1) Given the reactants [CH3:1][C:2]([C:7]1[CH:12]=[CH:11][C:10]([C:13]([F:16])([F:15])[F:14])=[CH:9][CH:8]=1)([CH3:6])[C:3]([OH:5])=O.S(Cl)(Cl)=O.[Mg].[C:22]([O:30][CH2:31][CH3:32])(=[O:29])[CH2:23][C:24]([O:26][CH2:27][CH3:28])=[O:25], predict the reaction product. The product is: [CH3:6][C:2]([C:7]1[CH:12]=[CH:11][C:10]([C:13]([F:16])([F:15])[F:14])=[CH:9][CH:8]=1)([CH3:1])[C:3]([CH:23]([C:24]([O:26][CH2:27][CH3:28])=[O:25])[C:22]([O:30][CH2:31][CH3:32])=[O:29])=[O:5]. (2) Given the reactants [Cl:1][C:2]1[CH:3]=[C:4]2[CH:10]=[C:9]([C:11]([OH:13])=O)[NH:8][C:5]2=[CH:6][N:7]=1.CCN(C(C)C)C(C)C.C1C=CC2N(O)N=NC=2C=1.CCN=C=NCCCN(C)C.[C:44]1([CH2:50][C:51]([NH:53][NH2:54])=[O:52])[CH:49]=[CH:48][CH:47]=[CH:46][CH:45]=1, predict the reaction product. The product is: [C:44]1([CH2:50][C:51]([NH:53][NH:54][C:11]([C:9]2[NH:8][C:5]3=[CH:6][N:7]=[C:2]([Cl:1])[CH:3]=[C:4]3[CH:10]=2)=[O:13])=[O:52])[CH:49]=[CH:48][CH:47]=[CH:46][CH:45]=1. (3) Given the reactants [CH3:1][C:2]1[CH:3]=[C:4]([NH2:8])[CH:5]=[N:6][CH:7]=1.F[C:10]1[C:15]([C:16]2[N:21]=[C:20]([CH3:22])[N:19]=[C:18]([N:23]([CH2:33][C:34]3[CH:39]=[CH:38][C:37]([O:40][CH3:41])=[CH:36][CH:35]=3)[CH2:24][C:25]3[CH:30]=[CH:29][C:28]([O:31][CH3:32])=[CH:27][CH:26]=3)[N:17]=2)=[CH:14][CH:13]=[CH:12][N:11]=1, predict the reaction product. The product is: [CH3:41][O:40][C:37]1[CH:36]=[CH:35][C:34]([CH2:33][N:23]([CH2:24][C:25]2[CH:26]=[CH:27][C:28]([O:31][CH3:32])=[CH:29][CH:30]=2)[C:18]2[N:19]=[C:20]([CH3:22])[N:21]=[C:16]([C:15]3[C:10]([NH:8][C:4]4[CH:5]=[N:6][CH:7]=[C:2]([CH3:1])[CH:3]=4)=[N:11][CH:12]=[CH:13][CH:14]=3)[N:17]=2)=[CH:39][CH:38]=1.